From a dataset of Full USPTO retrosynthesis dataset with 1.9M reactions from patents (1976-2016). Predict the reactants needed to synthesize the given product. (1) The reactants are: [C:1]([O:5][C:6]([NH:8][CH2:9][CH2:10][CH2:11][C@@H:12]([NH:16][C:17]([O:19][CH2:20][CH:21]1[C:33]2[CH:32]=[CH:31][CH:30]=[CH:29][C:28]=2[C:27]2[C:22]1=[CH:23][CH:24]=[CH:25][CH:26]=2)=[O:18])[C:13]([OH:15])=[O:14])=[O:7])([CH3:4])([CH3:3])[CH3:2].[CH:34]1C=CC2N(O)N=NC=2[CH:39]=1.CCN=C=NCCCN(C)C.Cl. Given the product [CH2:34]([O:14][C:13](=[O:15])[C@H:12]([NH:16][C:17]([O:19][CH2:20][CH:21]1[C:33]2[CH:32]=[CH:31][CH:30]=[CH:29][C:28]=2[C:27]2[C:22]1=[CH:23][CH:24]=[CH:25][CH:26]=2)=[O:18])[CH2:11][CH2:10][CH2:9][NH:8][C:6]([O:5][C:1]([CH3:4])([CH3:2])[CH3:3])=[O:7])[CH3:39], predict the reactants needed to synthesize it. (2) Given the product [F:1][C:2]1[CH:3]=[CH:4][C:5]([O:24][CH3:25])=[C:6]([C:8]2[CH:13]=[CH:12][N:11]=[C:10]3[NH:14][C:15]([C:17]4[CH2:22][CH2:21][CH:20]([N:40]5[CH2:39][CH2:38][N:37]([C:43]([O:45][C:46]([CH3:49])([CH3:48])[CH3:47])=[O:44])[CH2:42][CH2:41]5)[CH2:19][CH:18]=4)=[CH:16][C:9]=23)[CH:7]=1, predict the reactants needed to synthesize it. The reactants are: [F:1][C:2]1[CH:3]=[CH:4][C:5]([O:24][CH3:25])=[C:6]([C:8]2[CH:13]=[CH:12][N:11]=[C:10]3[NH:14][C:15]([C:17]4[CH2:22][CH2:21][C:20](=O)[CH2:19][CH:18]=4)=[CH:16][C:9]=23)[CH:7]=1.C(N(CC)CC)C.C(O)(=O)C.[N:37]1([C:43]([O:45][C:46]([CH3:49])([CH3:48])[CH3:47])=[O:44])[CH2:42][CH2:41][NH:40][CH2:39][CH2:38]1.C([BH3-])#N.[Na+].C([BH3-])#N. (3) Given the product [CH2:1]([O:8][C@@H:9]([CH3:10])[C@@H:11]([O:22][S:24]([CH3:23])(=[O:26])=[O:25])[CH2:12][CH2:13][C:14]1[CH:19]=[CH:18][CH:17]=[CH:16][C:15]=1[S:20][CH3:21])[C:2]1[CH:3]=[CH:4][CH:5]=[CH:6][CH:7]=1, predict the reactants needed to synthesize it. The reactants are: [CH2:1]([O:8][C@H:9]([C@@H:11]([OH:22])[CH2:12][CH2:13][C:14]1[CH:19]=[CH:18][CH:17]=[CH:16][C:15]=1[S:20][CH3:21])[CH3:10])[C:2]1[CH:7]=[CH:6][CH:5]=[CH:4][CH:3]=1.[CH3:23][S:24](Cl)(=[O:26])=[O:25].C(N(CC)CC)C.